This data is from NCI-60 drug combinations with 297,098 pairs across 59 cell lines. The task is: Regression. Given two drug SMILES strings and cell line genomic features, predict the synergy score measuring deviation from expected non-interaction effect. (1) Drug 1: CC12CCC(CC1=CCC3C2CCC4(C3CC=C4C5=CN=CC=C5)C)O. Drug 2: CC1C(C(CC(O1)OC2CC(CC3=C2C(=C4C(=C3O)C(=O)C5=CC=CC=C5C4=O)O)(C(=O)C)O)N)O. Cell line: M14. Synergy scores: CSS=41.9, Synergy_ZIP=1.60, Synergy_Bliss=4.23, Synergy_Loewe=-15.6, Synergy_HSA=3.91. (2) Drug 1: CC(C)CN1C=NC2=C1C3=CC=CC=C3N=C2N. Drug 2: CCC1(C2=C(COC1=O)C(=O)N3CC4=CC5=C(C=CC(=C5CN(C)C)O)N=C4C3=C2)O.Cl. Cell line: BT-549. Synergy scores: CSS=10.0, Synergy_ZIP=-8.40, Synergy_Bliss=-6.61, Synergy_Loewe=-15.1, Synergy_HSA=-6.60. (3) Drug 1: COC1=CC(=CC(=C1O)OC)C2C3C(COC3=O)C(C4=CC5=C(C=C24)OCO5)OC6C(C(C7C(O6)COC(O7)C8=CC=CS8)O)O. Drug 2: COC1=NC(=NC2=C1N=CN2C3C(C(C(O3)CO)O)O)N. Cell line: CCRF-CEM. Synergy scores: CSS=80.7, Synergy_ZIP=2.02, Synergy_Bliss=1.80, Synergy_Loewe=5.14, Synergy_HSA=7.23. (4) Drug 1: COC1=C(C=C2C(=C1)N=CN=C2NC3=CC(=C(C=C3)F)Cl)OCCCN4CCOCC4. Drug 2: CC1OCC2C(O1)C(C(C(O2)OC3C4COC(=O)C4C(C5=CC6=C(C=C35)OCO6)C7=CC(=C(C(=C7)OC)O)OC)O)O. Cell line: MDA-MB-435. Synergy scores: CSS=18.4, Synergy_ZIP=-4.36, Synergy_Bliss=-1.33, Synergy_Loewe=-1.74, Synergy_HSA=-1.92. (5) Drug 1: C1=CC(=CC=C1CCC2=CNC3=C2C(=O)NC(=N3)N)C(=O)NC(CCC(=O)O)C(=O)O. Drug 2: CC1=C2C(C(=O)C3(C(CC4C(C3C(C(C2(C)C)(CC1OC(=O)C(C(C5=CC=CC=C5)NC(=O)OC(C)(C)C)O)O)OC(=O)C6=CC=CC=C6)(CO4)OC(=O)C)O)C)O. Cell line: RXF 393. Synergy scores: CSS=26.4, Synergy_ZIP=-7.71, Synergy_Bliss=-6.31, Synergy_Loewe=-5.09, Synergy_HSA=-1.77. (6) Drug 1: CC1=C(C(CCC1)(C)C)C=CC(=CC=CC(=CC(=O)O)C)C. Drug 2: CCCCCOC(=O)NC1=NC(=O)N(C=C1F)C2C(C(C(O2)C)O)O. Cell line: MDA-MB-435. Synergy scores: CSS=7.21, Synergy_ZIP=-1.02, Synergy_Bliss=1.21, Synergy_Loewe=1.85, Synergy_HSA=2.16. (7) Drug 1: CCC1=C2CN3C(=CC4=C(C3=O)COC(=O)C4(CC)O)C2=NC5=C1C=C(C=C5)O. Drug 2: CC1CCC2CC(C(=CC=CC=CC(CC(C(=O)C(C(C(=CC(C(=O)CC(OC(=O)C3CCCCN3C(=O)C(=O)C1(O2)O)C(C)CC4CCC(C(C4)OC)OCCO)C)C)O)OC)C)C)C)OC. Cell line: RPMI-8226. Synergy scores: CSS=-0.374, Synergy_ZIP=-7.90, Synergy_Bliss=-4.71, Synergy_Loewe=-26.3, Synergy_HSA=-4.99.